Dataset: Full USPTO retrosynthesis dataset with 1.9M reactions from patents (1976-2016). Task: Predict the reactants needed to synthesize the given product. (1) Given the product [C:4]1(/[CH:3]=[CH:2]/[C:1]([N:21]2[CH2:22][CH2:23][N:18]([C:13]3[CH:14]=[CH:15][CH:16]=[CH:17][C:12]=3[CH3:24])[CH2:19][CH2:20]2)=[O:11])[CH:5]=[CH:6][CH:7]=[CH:8][CH:9]=1, predict the reactants needed to synthesize it. The reactants are: [C:1]([OH:11])(=O)/[CH:2]=[CH:3]/[C:4]1[CH:9]=[CH:8][CH:7]=[CH:6][CH:5]=1.[C:12]1([CH3:24])[CH:17]=[CH:16][CH:15]=[CH:14][C:13]=1[N:18]1[CH2:23][CH2:22][NH:21][CH2:20][CH2:19]1.CCN(CC)CC.C(P1(=O)OP(CCC)(=O)OP(CCC)(=O)O1)CC. (2) Given the product [OH:15][C:14]1[C:4]([C:5]([O:7][CH2:8][CH3:9])=[O:6])=[C:3]([C:2]([F:10])([F:11])[F:1])[S:12][CH:13]=1, predict the reactants needed to synthesize it. The reactants are: [F:1][C:2]([F:11])([F:10])[C:3]#[C:4][C:5]([O:7][CH2:8][CH3:9])=[O:6].[SH:12][CH2:13][C:14](OC)=[O:15].CCOCC. (3) Given the product [NH:7]1[C:8]2[C:4](=[CH:3][C:2]([NH:1][C:25]([CH:22]3[CH2:21][CH2:20][N:19]([C:15]4[CH:16]=[CH:17][CH:18]=[C:13]([C:12]([F:29])([F:11])[F:28])[CH:14]=4)[CH2:24][CH2:23]3)=[O:26])=[CH:10][CH:9]=2)[CH:5]=[CH:6]1, predict the reactants needed to synthesize it. The reactants are: [NH2:1][C:2]1[CH:3]=[C:4]2[C:8](=[CH:9][CH:10]=1)[NH:7][CH:6]=[CH:5]2.[F:11][C:12]([F:29])([F:28])[C:13]1[CH:14]=[C:15]([N:19]2[CH2:24][CH2:23][CH:22]([C:25](O)=[O:26])[CH2:21][CH2:20]2)[CH:16]=[CH:17][CH:18]=1. (4) Given the product [F:35][C:32]1[CH:31]=[CH:30][C:29]([CH2:28][O:27][CH2:26][C:25]([NH:24][CH2:23][CH2:22][CH2:21][CH2:20][CH2:19][C:17]2[N:18]=[C:14]([NH:13][C:1]([C:2]3[CH:10]=[CH:9][C:8]4[O:7][CH2:6][O:5][C:4]=4[CH:3]=3)=[O:11])[S:15][CH:16]=2)=[O:36])=[CH:34][CH:33]=1, predict the reactants needed to synthesize it. The reactants are: [C:1](Cl)(=[O:11])[C:2]1[CH:10]=[CH:9][C:8]2[O:7][CH2:6][O:5][C:4]=2[CH:3]=1.[NH2:13][C:14]1[S:15][CH:16]=[C:17]([CH2:19][CH2:20][CH2:21][CH2:22][CH2:23][NH:24][C:25](=[O:36])[CH2:26][O:27][CH2:28][C:29]2[CH:34]=[CH:33][C:32]([F:35])=[CH:31][CH:30]=2)[N:18]=1.CN(C)C1C=CC=CC=1.C([O-])(O)=O.[Na+]. (5) Given the product [C:1]([O:5][C:6]([N:8]1[C@H:12]([CH2:13][C:14]2[CH:19]=[CH:18][CH:17]=[CH:16][C:15]=2[F:20])[C@H:11]([CH2:21][C:22]2[C:23]([C:24](=[O:25])[NH:35][CH3:34])=[CH:27][CH:28]=[CH:29][N:30]=2)[O:10][C:9]1([CH3:32])[CH3:31])=[O:7])([CH3:4])([CH3:2])[CH3:3], predict the reactants needed to synthesize it. The reactants are: [C:1]([O:5][C:6]([N:8]1[C@H:12]([CH2:13][C:14]2[CH:19]=[CH:18][CH:17]=[CH:16][C:15]=2[F:20])[C@H:11]([CH2:21][C:22]2[N:30]=[CH:29][CH:28]=[CH:27][C:23]=2[C:24](O)=[O:25])[O:10][C:9]1([CH3:32])[CH3:31])=[O:7])([CH3:4])([CH3:3])[CH3:2].Cl.[CH3:34][NH2:35]. (6) Given the product [CH2:15]([C:4]1[C:3]([C:17]#[N:18])=[C:2]([NH:1][CH2:20][CH3:21])[N:6]([C:7]2[CH:8]=[CH:9][C:10]([O:13][CH3:14])=[CH:11][CH:12]=2)[N:5]=1)[CH3:16], predict the reactants needed to synthesize it. The reactants are: [NH2:1][C:2]1[N:6]([C:7]2[CH:12]=[CH:11][C:10]([O:13][CH3:14])=[CH:9][CH:8]=2)[N:5]=[C:4]([CH2:15][CH3:16])[C:3]=1[C:17]#[N:18].[Li+].[CH3:20][CH:21]([N-]C(C)C)C.C(Br)C.CCOCC. (7) The reactants are: [NH2:1][C:2]1[C:7]([C:8]#[N:9])=[C:6]([C:10]2[CH:15]=[CH:14][C:13]([OH:16])=[CH:12][CH:11]=2)[C:5]([C:17]#[N:18])=[C:4]([S:19][CH2:20][CH2:21][NH2:22])[N:3]=1.[CH2:23]([N:25]=[C:26]=[O:27])C. Given the product [NH2:1][C:2]1[N:3]=[C:4]([S:19][CH2:20][CH2:21][NH:22][C:26]([NH:25][CH3:23])=[O:27])[C:5]([C:17]#[N:18])=[C:6]([C:10]2[CH:11]=[CH:12][C:13]([OH:16])=[CH:14][CH:15]=2)[C:7]=1[C:8]#[N:9], predict the reactants needed to synthesize it.